From a dataset of Catalyst prediction with 721,799 reactions and 888 catalyst types from USPTO. Predict which catalyst facilitates the given reaction. (1) Reactant: [F:1][C:2]([F:39])([F:38])[C:3]1[CH:4]=[C:5]([CH:31]=[C:32]([C:34]([F:37])([F:36])[F:35])[CH:33]=1)[CH2:6][O:7][CH2:8][C@@:9]1([C:25]2[CH:30]=[CH:29][CH:28]=[CH:27][CH:26]=2)[CH2:13][CH2:12][C@@H:11]([N:14]2C(=O)C3C(=CC=CC=3)C2=O)[CH2:10]1.NN. Product: [F:1][C:2]([F:38])([F:39])[C:3]1[CH:4]=[C:5]([CH:31]=[C:32]([C:34]([F:37])([F:36])[F:35])[CH:33]=1)[CH2:6][O:7][CH2:8][C@@:9]1([C:25]2[CH:30]=[CH:29][CH:28]=[CH:27][CH:26]=2)[CH2:13][CH2:12][C@@H:11]([NH2:14])[CH2:10]1. The catalyst class is: 11. (2) Reactant: Cl[C:2](Cl)(Cl)[C:3]1[NH:7][C:6]2[CH:8]=[CH:9][CH:10]=[CH:11][C:5]=2[N:4]=1.[NH2:14][C:15]1[CH:20]=[CH:19][C:18]([Br:21])=[CH:17][C:16]=1[OH:22].C(N(CC)CC)C. Product: [NH:4]1[C:5]2[CH:11]=[CH:10][CH:9]=[CH:8][C:6]=2[N:7]=[C:3]1[C:2]1[O:22][C:16]2[CH:17]=[C:18]([Br:21])[CH:19]=[CH:20][C:15]=2[N:14]=1. The catalyst class is: 8. (3) Reactant: [CH2:1]([O:3][C:4](=[O:20])[NH:5][CH:6]1[CH2:11][CH2:10][CH:9]=[C:8]([C:12]#[C:13][C:14]2[CH:19]=[CH:18][CH:17]=[CH:16][CH:15]=2)[CH2:7]1)[CH3:2].[H-].[Na+].[CH3:23]N(C=O)C. Product: [CH2:1]([O:3][C:4](=[O:20])[N:5]([CH3:23])[CH:6]1[CH2:11][CH2:10][CH:9]=[C:8]([C:12]#[C:13][C:14]2[CH:19]=[CH:18][CH:17]=[CH:16][CH:15]=2)[CH2:7]1)[CH3:2]. The catalyst class is: 1. (4) Reactant: [O:1]1[C:5]2([CH2:10][CH2:9][CH:8]([NH:11][C:12]3[NH:16][CH:15]=[N:14][N:13]=3)[CH2:7][CH2:6]2)[O:4][CH2:3][CH2:2]1.[C:17]([C:19]1[CH:24]=[CH:23][CH:22]=[CH:21][C:20]=1[C:25]1[S:29][C:28]([CH2:30][CH:31]([C:37](=O)[CH2:38][CH2:39][CH3:40])[C:32](OCC)=[O:33])=[CH:27][CH:26]=1)#[N:18].N12CCCN=C1CCCCC2.C(N(CC)C1C=CC=CC=1)C. Product: [O:1]1[C:5]2([CH2:6][CH2:7][CH:8]([N:11]3[C:32](=[O:33])[C:31]([CH2:30][C:28]4[S:29][C:25]([C:20]5[CH:21]=[CH:22][CH:23]=[CH:24][C:19]=5[C:17]#[N:18])=[CH:26][CH:27]=4)=[C:37]([CH2:38][CH2:39][CH3:40])[N:13]4[N:14]=[CH:15][N:16]=[C:12]34)[CH2:9][CH2:10]2)[O:4][CH2:3][CH2:2]1. The catalyst class is: 33.